This data is from Reaction yield outcomes from USPTO patents with 853,638 reactions. The task is: Predict the reaction yield, written as a fraction of the theoretical maximum amount of product (1.0 means a 100% yield; for example, 0.34 means a 34% yield). (1) The reactants are Br[C:2]1[CH:7]=[CH:6][C:5]([O:8][CH2:9][CH2:10][CH2:11][O:12][CH3:13])=[CH:4][CH:3]=1.[OH:14][C:15]1[CH:20]=[C:19]([CH3:21])[C:18]([C:22](=[O:24])[CH3:23])=[C:17]([CH3:25])[CH:16]=1.Cl.CN(C)CC(O)=O.C(=O)([O-])[O-].[Cs+].[Cs+]. The catalyst is O1CCOCC1.[Cu](I)I.O. The product is [CH3:13][O:12][CH2:11][CH2:10][CH2:9][O:8][C:5]1[CH:6]=[CH:7][C:2]([O:14][C:15]2[CH:16]=[C:17]([CH3:25])[C:18]([C:22](=[O:24])[CH3:23])=[C:19]([CH3:21])[CH:20]=2)=[CH:3][CH:4]=1. The yield is 0.210. (2) The reactants are [OH:1][C:2]1[CH:7]=[CH:6][C:5]([C:8]2[CH:12]=[C:11]([C:13]([NH2:15])=[O:14])[O:10][N:9]=2)=[CH:4][CH:3]=1.C([O-])([O-])=O.[K+].[K+].[CH3:22][O:23][C:24]1[CH:31]=[CH:30][CH:29]=[CH:28][C:25]=1[CH2:26]Cl. The catalyst is [I-].C([N+](CCCC)(CCCC)CCCC)CCC.CN(C=O)C. The product is [CH3:22][O:23][C:24]1[CH:31]=[CH:30][CH:29]=[CH:28][C:25]=1[CH2:26][O:1][C:2]1[CH:3]=[CH:4][C:5]([C:8]2[CH:12]=[C:11]([C:13]([NH2:15])=[O:14])[O:10][N:9]=2)=[CH:6][CH:7]=1. The yield is 0.130. (3) The reactants are [CH:1]1([CH2:4][CH2:5][NH:6][C:7]([C:9]2[N:10]=[N:11][C:12](Cl)=[CH:13][CH:14]=2)=[O:8])[CH2:3][CH2:2]1.[F:16][C:17]1[CH:22]=[CH:21][C:20]([N:23]2[CH2:28][CH2:27][NH:26][CH2:25][CH2:24]2)=[CH:19][CH:18]=1.N12CCCN=C1CCCCC2. The catalyst is CN(C=O)C.[I-].C([N+](CCCC)(CCCC)CCCC)CCC.C(OCC)(=O)C. The product is [CH:1]1([CH2:4][CH2:5][NH:6][C:7]([C:9]2[N:10]=[N:11][C:12]([N:26]3[CH2:25][CH2:24][N:23]([C:20]4[CH:19]=[CH:18][C:17]([F:16])=[CH:22][CH:21]=4)[CH2:28][CH2:27]3)=[CH:13][CH:14]=2)=[O:8])[CH2:3][CH2:2]1. The yield is 0.740. (4) The reactants are [C:1]([C:4]1[CH:5]=[C:6]([B:11]([OH:13])[OH:12])[CH:7]=[C:8]([F:10])[CH:9]=1)([OH:3])=[O:2].S(=O)(=O)(O)O.[CH3:19]O. The catalyst is O. The product is [F:10][C:8]1[CH:7]=[C:6]([B:11]([OH:13])[OH:12])[CH:5]=[C:4]([C:1]([O:3][CH3:19])=[O:2])[CH:9]=1. The yield is 0.940.